Dataset: Full USPTO retrosynthesis dataset with 1.9M reactions from patents (1976-2016). Task: Predict the reactants needed to synthesize the given product. (1) Given the product [F:24][C:25]1[CH:33]=[C:32]2[C:28]([CH:29]=[CH:30][NH:31]2)=[CH:27][C:26]=1[O:34][C:2]1[C:11]2[C:6](=[CH:7][C:8]([O:14][CH2:15][CH2:16][CH2:17][N:18]3[CH2:23][CH2:22][CH2:21][CH2:20][CH2:19]3)=[C:9]([O:12][CH3:13])[CH:10]=2)[N:5]=[CH:4][N:3]=1, predict the reactants needed to synthesize it. The reactants are: Cl[C:2]1[C:11]2[C:6](=[CH:7][C:8]([O:14][CH2:15][CH2:16][CH2:17][N:18]3[CH2:23][CH2:22][CH2:21][CH2:20][CH2:19]3)=[C:9]([O:12][CH3:13])[CH:10]=2)[N:5]=[CH:4][N:3]=1.[F:24][C:25]1[CH:33]=[C:32]2[C:28]([CH:29]=[CH:30][NH:31]2)=[CH:27][C:26]=1[OH:34].C(=O)([O-])[O-].[K+].[K+]. (2) Given the product [Br:1][CH2:2][CH2:3][CH2:4][CH2:5][CH2:6][CH2:7][CH2:8][CH2:9][CH2:10][CH2:11][C:12]([Cl:17])=[O:14], predict the reactants needed to synthesize it. The reactants are: [Br:1][CH2:2][CH2:3][CH2:4][CH2:5][CH2:6][CH2:7][CH2:8][CH2:9][CH2:10][CH2:11][C:12]([OH:14])=O.S(Cl)([Cl:17])=O.